From a dataset of Forward reaction prediction with 1.9M reactions from USPTO patents (1976-2016). Predict the product of the given reaction. (1) Given the reactants [O:1]=[C:2]1[C:7]2[N:8]=[CH:9][N:10]([C:11]3[CH:19]=[CH:18][C:14]([C:15](O)=[O:16])=[CH:13][C:12]=3[C:20]([F:23])([F:22])[F:21])[C:6]=2[CH:5]=[CH:4][NH:3]1.CN(C(ON1N=NC2C=CC=CC1=2)=[N+](C)C)C.[B-](F)(F)(F)F.C(N(C(C)C)CC)(C)C.[Cl:55][C:56]1[CH:67]=[CH:66][C:59]2[NH:60][C:61]([C@@H:63]([NH2:65])[CH3:64])=[N:62][C:58]=2[CH:57]=1.ClCl, predict the reaction product. The product is: [Cl:55][C:56]1[CH:67]=[CH:66][C:59]2[NH:60][C:61]([C@@H:63]([NH:65][C:15](=[O:16])[C:14]3[CH:18]=[CH:19][C:11]([N:10]4[C:6]5[CH:5]=[CH:4][NH:3][C:2](=[O:1])[C:7]=5[N:8]=[CH:9]4)=[C:12]([C:20]([F:21])([F:22])[F:23])[CH:13]=3)[CH3:64])=[N:62][C:58]=2[CH:57]=1. (2) Given the reactants [OH:1][C:2]1[CH:11]=[C:10]2[C:5]([CH2:6][C@@H:7]([C:19](=[O:31])[NH:20][C@H:21]3[C:30]4[C:25](=[CH:26][CH:27]=[CH:28][CH:29]=4)[CH2:24][CH2:23][CH2:22]3)[N:8]([C:12]([O:14][C:15]([CH3:18])([CH3:17])[CH3:16])=[O:13])[CH2:9]2)=[CH:4][CH:3]=1.[C:32]([O-:35])([O-])=O.[Cs+].[Cs+].CN([CH:41]=[O:42])C, predict the reaction product. The product is: [CH3:32][O:35][C:41]([C:2]1[CH:11]=[CH:10][C:5]([CH2:6][O:1][C:2]2[CH:11]=[C:10]3[C:5]([CH2:6][C@@H:7]([C:19](=[O:31])[NH:20][C@H:21]4[C:30]5[C:25](=[CH:26][CH:27]=[CH:28][CH:29]=5)[CH2:24][CH2:23][CH2:22]4)[N:8]([C:12]([O:14][C:15]([CH3:16])([CH3:17])[CH3:18])=[O:13])[CH2:9]3)=[CH:4][CH:3]=2)=[CH:4][CH:3]=1)=[O:42]. (3) Given the reactants [Si]([O:8][CH2:9][CH2:10][N:11]([C:22]1[CH:23]=[C:24]2[C:28](=[C:29]([CH:31]3[CH2:33][CH2:32]3)[CH:30]=1)[N:27]([C:34]1[N:39]=[CH:38][C:37]([CH3:40])=[CH:36][N:35]=1)[CH:26]=[CH:25]2)[C:12]([C:14]1[C:15]([Cl:21])=[N:16][CH:17]=[N:18][C:19]=1[Cl:20])=[O:13])(C(C)(C)C)(C)C.Cl, predict the reaction product. The product is: [Cl:21][C:15]1[C:14]([C:12]([N:11]([C:22]2[CH:23]=[C:24]3[C:28](=[C:29]([CH:31]4[CH2:33][CH2:32]4)[CH:30]=2)[N:27]([C:34]2[N:39]=[CH:38][C:37]([CH3:40])=[CH:36][N:35]=2)[CH:26]=[CH:25]3)[CH2:10][CH2:9][OH:8])=[O:13])=[C:19]([Cl:20])[N:18]=[CH:17][N:16]=1. (4) Given the reactants [NH2:1][C:2]1[CH:3]=[N:4][CH:5]=[CH:6][C:7]=1[O:8][C:9]1[CH:10]=[N:11][CH:12]=[C:13]([CH:18]=1)[C:14]([O:16][CH3:17])=[O:15].[CH3:19][C:20]([O:23][C:24](O[C:24]([O:23][C:20]([CH3:22])([CH3:21])[CH3:19])=[O:25])=[O:25])([CH3:22])[CH3:21], predict the reaction product. The product is: [C:20]([O:23][C:24]([N:1]([C:24]([O:23][C:20]([CH3:22])([CH3:21])[CH3:19])=[O:25])[C:2]1[CH:3]=[N:4][CH:5]=[CH:6][C:7]=1[O:8][C:9]1[CH:10]=[N:11][CH:12]=[C:13]([CH:18]=1)[C:14]([O:16][CH3:17])=[O:15])=[O:25])([CH3:22])([CH3:21])[CH3:19]. (5) Given the reactants Cl.O1CCOCC1.[F:8][C:9]1[C:14]([O:15][CH3:16])=[CH:13][C:12]([O:17][CH3:18])=[C:11]([F:19])[C:10]=1[N:20]1[C:29](=[O:30])[C:28]2([CH2:32][CH2:31]2)[C:27]2[C:22](=[CH:23][N:24]=[C:25]([C:33]3[N:37]([CH2:38][CH2:39][O:40][CH3:41])[N:36]=[CH:35][C:34]=3[N+:42]([O-])=O)[CH:26]=2)[CH2:21]1, predict the reaction product. The product is: [NH2:42][C:34]1[CH:35]=[N:36][N:37]([CH2:38][CH2:39][O:40][CH3:41])[C:33]=1[C:25]1[CH:26]=[C:27]2[C:22](=[CH:23][N:24]=1)[CH2:21][N:20]([C:10]1[C:11]([F:19])=[C:12]([O:17][CH3:18])[CH:13]=[C:14]([O:15][CH3:16])[C:9]=1[F:8])[C:29](=[O:30])[C:28]12[CH2:31][CH2:32]1. (6) The product is: [CH3:28][N:29]1[C:33]([CH2:34][CH2:35][O:27][C:24]2[CH:23]=[CH:22][C:21]([CH:18]3[CH2:19][CH2:20][NH:15][CH2:16][CH2:17]3)=[CH:26][CH:25]=2)=[CH:32][CH:31]=[N:30]1. Given the reactants CC(OC(/N=N/C(OC(C)C)=O)=O)C.[NH:15]1[CH2:20][CH2:19][CH:18]([C:21]2[CH:26]=[CH:25][C:24]([OH:27])=[CH:23][CH:22]=2)[CH2:17][CH2:16]1.[CH3:28][N:29]1[C:33]([CH2:34][CH2:35]O)=[CH:32][CH:31]=[N:30]1.C1(P(C2C=CC=CC=2)C2C=CC=CC=2)C=CC=CC=1, predict the reaction product.